From a dataset of Reaction yield outcomes from USPTO patents with 853,638 reactions. Predict the reaction yield, written as a fraction of the theoretical maximum amount of product (1.0 means a 100% yield; for example, 0.34 means a 34% yield). (1) The reactants are [OH:1][CH2:2][C:3]1[CH:12]=[C:11]2[C:6]([CH:7]=[C:8]([NH:13]C(=O)OCC3C=CC=CC=3)[CH:9]=[N:10]2)=[N:5][CH:4]=1. The catalyst is [Pd].CO. The product is [NH2:13][C:8]1[CH:7]=[C:6]2[C:11]([CH:12]=[C:3]([CH2:2][OH:1])[CH:4]=[N:5]2)=[N:10][CH:9]=1. The yield is 0.540. (2) The reactants are Cl[C:2]1[C:11]2[C:6](=[C:7]([OH:12])[CH:8]=[CH:9][CH:10]=2)[N:5]=[C:4]([CH3:13])[CH:3]=1.[Cl:14][C:15]1[CH:16]=[C:17]([CH:20]=[CH:21][C:22]=1[Cl:23])[CH2:18][NH2:19].O. The catalyst is CS(C)=O. The product is [Cl:14][C:15]1[CH:16]=[C:17]([CH:20]=[CH:21][C:22]=1[Cl:23])[CH2:18][NH:19][C:2]1[C:11]2[C:6](=[C:7]([OH:12])[CH:8]=[CH:9][CH:10]=2)[N:5]=[C:4]([CH3:13])[CH:3]=1. The yield is 0.410. (3) The reactants are [CH3:1][C:2]1[C:10]2[C:5](=[CH:6][CH:7]=[C:8]([C:11]#[N:12])[CH:9]=2)[NH:4][CH:3]=1.N1C2C(=CC=CC=2)C=C1.CC1NC2C(C=1)=CC(C#N)=CC=2. The catalyst is O1CCCC1. The product is [CH3:1][C:2]1[C:10]2[C:5](=[CH:6][CH:7]=[C:8]([C:11]#[N:12])[CH:9]=2)[NH:4][CH:3]=1. The yield is 0.990. (4) The reactants are C(OC([N:8]1[CH2:13][CH2:12][CH:11]([CH:14]([NH:17][S:18]([C:21]2[S:22][C:23]([Cl:26])=[CH:24][CH:25]=2)(=[O:20])=[O:19])[CH2:15][OH:16])[CH2:10][CH2:9]1)=O)(C)(C)C.FC(F)(F)C(O)=O. The catalyst is ClCCl. The product is [Cl:26][C:23]1[S:22][C:21]([S:18]([NH:17][C@@H:14]([CH:11]2[CH2:10][CH2:9][NH:8][CH2:13][CH2:12]2)[CH2:15][OH:16])(=[O:19])=[O:20])=[CH:25][CH:24]=1. The yield is 0.110. (5) The reactants are C([Li])CCC.C(NC(C)C)(C)C.[C:13]([NH:17][C:18]([C:20]1[C:25]([CH3:26])=[C:24]([Cl:27])[CH:23]=[CH:22][N:21]=1)=[O:19])([CH3:16])([CH3:15])[CH3:14].[C:28](OC)(=[O:30])[CH3:29].[NH4+].[Cl-]. The catalyst is C1COCC1.C(OCC)(=O)C.O. The product is [C:13]([NH:17][C:18]([C:20]1[C:25]([CH2:26][C:28](=[O:30])[CH3:29])=[C:24]([Cl:27])[CH:23]=[CH:22][N:21]=1)=[O:19])([CH3:16])([CH3:15])[CH3:14]. The yield is 0.550.